The task is: Predict which catalyst facilitates the given reaction.. This data is from Catalyst prediction with 721,799 reactions and 888 catalyst types from USPTO. (1) Reactant: [OH:1][CH2:2][CH:3]1[NH:7][C:6](=[O:8])[CH2:5][CH2:4]1.CCN(CC)CC.[C:16]1([S:22](Cl)(=[O:24])=[O:23])[CH:21]=[CH:20][CH:19]=[CH:18][CH:17]=1. Product: [C:16]1([S:22]([O:1][CH2:2][CH:3]2[CH2:4][CH2:5][C:6](=[O:8])[NH:7]2)(=[O:24])=[O:23])[CH:21]=[CH:20][CH:19]=[CH:18][CH:17]=1. The catalyst class is: 21. (2) Reactant: [CH3:1][O:2][C:3]1[CH:8]=[C:7]([O:9][CH3:10])[N:6]=[C:5]([NH:11][C:12]([NH:14][S:15]([C:18]2[CH:27]=[C:26]([CH2:28][NH:29][S:30]([CH3:33])(=[O:32])=[O:31])[CH:25]=[CH:24][C:19]=2[C:20](OC)=[O:21])(=[O:17])=[O:16])=[O:13])[N:4]=1.[H-].[Al+3].[Li+].[H-].[H-].[H-]. Product: [CH3:10][O:9][C:7]1[CH:8]=[C:3]([O:2][CH3:1])[N:4]=[C:5]([NH:11][C:12]([NH:14][S:15]([C:18]2[CH:27]=[C:26]([CH2:28][NH:29][S:30]([CH3:33])(=[O:32])=[O:31])[CH:25]=[CH:24][C:19]=2[CH2:20][OH:21])(=[O:16])=[O:17])=[O:13])[N:6]=1. The catalyst class is: 1. (3) Reactant: Cl[C:2]1[CH:7]=[C:6]([C:8]2[CH:13]=[CH:12][CH:11]=[C:10]([Cl:14])[C:9]=2[CH3:15])[N:5]=[C:4]([NH2:16])[N:3]=1.[CH3:17][CH:18]([NH2:20])[CH3:19]. Product: [Cl:14][C:10]1[C:9]([CH3:15])=[C:8]([C:6]2[N:5]=[C:4]([NH2:16])[N:3]=[C:2]([NH:20][CH:18]([CH3:19])[CH3:17])[CH:7]=2)[CH:13]=[CH:12][CH:11]=1. The catalyst class is: 51.